Dataset: Reaction yield outcomes from USPTO patents with 853,638 reactions. Task: Predict the reaction yield, written as a fraction of the theoretical maximum amount of product (1.0 means a 100% yield; for example, 0.34 means a 34% yield). The reactants are Br[C:2]1[CH:7]=[C:6]([O:8][CH3:9])[C:5]([O:10][CH3:11])=[C:4]([F:12])[C:3]=1Br.[C:14]([Cu])#[N:15].[C-:17]#[N:18].[Na+]. The catalyst is CN(C)C=O.O. The product is [F:12][C:4]1[C:5]([O:10][CH3:11])=[C:6]([O:8][CH3:9])[CH:7]=[C:2]([C:17]#[N:18])[C:3]=1[C:14]#[N:15]. The yield is 0.460.